From a dataset of Full USPTO retrosynthesis dataset with 1.9M reactions from patents (1976-2016). Predict the reactants needed to synthesize the given product. (1) Given the product [CH2:3]([O:10][C:11]([NH:13][C:14]1[C:15](=[O:29])[N:16]([CH2:24][C:25]([O:27][CH3:28])=[O:26])[C:17]([CH2:20][CH2:21][C:22]2[CH:6]=[CH:5][CH:4]=[CH:3][CH:23]=2)=[CH:18][CH:19]=1)=[O:12])[C:4]1[CH:9]=[CH:8][CH:7]=[CH:6][CH:5]=1, predict the reactants needed to synthesize it. The reactants are: [K+].[Br-].[CH2:3]([O:10][C:11]([NH:13][C:14]1[C:15](=[O:29])[N:16]([CH2:24][C:25]([O:27][CH3:28])=[O:26])[C:17]([CH2:20][CH2:21][CH2:22][CH3:23])=[CH:18][CH:19]=1)=[O:12])[C:4]1[CH:9]=[CH:8][CH:7]=[CH:6][CH:5]=1. (2) Given the product [CH3:10][O:9][C:7]1[CH:6]=[C:5]([C@H:11]2[C:23]3[C:18](=[CH:19][C:20]([O:24][CH2:25][CH2:26][CH2:27][N:28]4[CH2:33][CH2:32][CH2:31][CH2:30][CH2:29]4)=[CH:21][CH:22]=3)[C@@H:14]3[CH2:15][CH2:16][CH2:17][N:13]3[CH2:12]2)[CH:4]=[C:3]([O:2][CH3:1])[CH:8]=1, predict the reactants needed to synthesize it. The reactants are: [CH3:1][O:2][C:3]1[CH:4]=[C:5]([C:11](=O)[CH2:12][N:13]2[CH2:17][CH2:16][CH2:15][CH:14]2[C:18]2[CH:23]=[CH:22][CH:21]=[C:20]([O:24][CH2:25][CH2:26][CH2:27][N:28]3[CH2:33][CH2:32][CH2:31][CH2:30][CH2:29]3)[CH:19]=2)[CH:6]=[C:7]([O:9][CH3:10])[CH:8]=1.N. (3) Given the product [Cl:23][C:24]1[C:25]([C:38]2[C:39](=[O:40])[NH:41][C:9](=[O:22])[C:10]=2[C:12]2[C:20]3[C:15](=[CH:16][CH:17]=[CH:18][CH:19]=3)[N:14]([CH3:21])[CH:13]=2)=[CH:26][C:27]2[C:32]([CH:33]=1)=[CH:31][CH:30]=[CH:29][C:28]=2[CH2:34][N:35]([CH3:36])[CH3:37], predict the reactants needed to synthesize it. The reactants are: CC(C)([O-])C.[K+].CO[C:9](=[O:22])[C:10]([C:12]1[C:20]2[C:15](=[CH:16][CH:17]=[CH:18][CH:19]=2)[N:14]([CH3:21])[CH:13]=1)=O.[Cl:23][C:24]1[C:25]([CH2:38][C:39]([NH2:41])=[O:40])=[CH:26][C:27]2[C:32]([CH:33]=1)=[CH:31][CH:30]=[CH:29][C:28]=2[CH2:34][N:35]([CH3:37])[CH3:36].[NH4+].[Cl-]. (4) Given the product [CH2:1]([O:8][C:9]1[CH:18]=[C:17]2[C:12]([CH2:13][CH2:14][CH2:15][C:16]2=[N:26][OH:27])=[CH:11][CH:10]=1)[C:2]1[CH:7]=[CH:6][CH:5]=[CH:4][CH:3]=1, predict the reactants needed to synthesize it. The reactants are: [CH2:1]([O:8][C:9]1[CH:18]=[C:17]2[C:12]([CH2:13][CH2:14][CH2:15][C:16]2=O)=[CH:11][CH:10]=1)[C:2]1[CH:7]=[CH:6][CH:5]=[CH:4][CH:3]=1.C([O-])(=O)C.[Na+].Cl.[NH2:26][OH:27].